From a dataset of Reaction yield outcomes from USPTO patents with 853,638 reactions. Predict the reaction yield, written as a fraction of the theoretical maximum amount of product (1.0 means a 100% yield; for example, 0.34 means a 34% yield). (1) The reactants are Cl[C:2]1[N:3]=[CH:4][C:5]2[CH:11]=[CH:10][C:9](=[O:12])[N:8]([CH:13]([CH3:15])[CH3:14])[C:6]=2[N:7]=1.[CH3:16][O:17][C:18]1[CH:23]=[CH:22][C:21]([NH2:24])=[CH:20][CH:19]=1. The catalyst is C(Cl)(Cl)Cl. The product is [CH:13]([N:8]1[C:6]2[N:7]=[C:2]([NH:24][C:21]3[CH:22]=[CH:23][C:18]([O:17][CH3:16])=[CH:19][CH:20]=3)[N:3]=[CH:4][C:5]=2[CH:11]=[CH:10][C:9]1=[O:12])([CH3:15])[CH3:14]. The yield is 0.680. (2) The reactants are C(O[C:4]([C:6]1[NH:7][CH:8]=[CH:9][C:10]=1[NH:11][CH2:12][CH2:13][O:14][CH:15]([CH3:17])[CH3:16])=[O:5])C.C(OC([N:23]=[C:24]=[S:25])=O)C. No catalyst specified. The product is [CH:15]([O:14][CH2:13][CH2:12][N:11]1[C:10]2[CH:9]=[CH:8][NH:7][C:6]=2[C:4](=[O:5])[NH:23][C:24]1=[S:25])([CH3:16])[CH3:17]. The yield is 0.230. (3) The reactants are [Br:1][C:2]1[CH:7]=[C:6]([F:8])[C:5]([NH2:9])=[C:4]([F:10])[CH:3]=1.[CH3:11][C:12]([O:15][C:16](O[C:16]([O:15][C:12]([CH3:14])([CH3:13])[CH3:11])=[O:17])=[O:17])([CH3:14])[CH3:13].[OH2:26]. The catalyst is CN(C=O)C.CN(C1C=CN=CC=1)C. The product is [C:16]([N:9]([C:5]1[C:6]([F:8])=[CH:7][C:2]([Br:1])=[CH:3][C:4]=1[F:10])[C:16]([O:15][C:12]([CH3:14])([CH3:13])[CH3:11])=[O:17])([O:15][C:12]([CH3:14])([CH3:13])[CH3:11])=[O:26]. The yield is 0.930. (4) The reactants are [NH2:1][C:2]1[N:7]=[CH:6][N:5]=[C:4]2[N:8]([C@@H:12]3[CH2:17][CH2:16][CH2:15][N:14]([C:18]([O:20][C:21]([CH3:24])([CH3:23])[CH3:22])=[O:19])[CH2:13]3)[N:9]=[C:10](I)[C:3]=12.[F:25][C:26]1[CH:27]=[C:28]([CH:45]=[CH:46][CH:47]=1)[O:29][C:30]1[CH:35]=[CH:34][C:33](B2OC(C)(C)C(C)(C)O2)=[CH:32][CH:31]=1.C(=O)([O-])[O-].[Na+].[Na+].COCCOC. The catalyst is C1C=CC([P]([Pd]([P](C2C=CC=CC=2)(C2C=CC=CC=2)C2C=CC=CC=2)([P](C2C=CC=CC=2)(C2C=CC=CC=2)C2C=CC=CC=2)[P](C2C=CC=CC=2)(C2C=CC=CC=2)C2C=CC=CC=2)(C2C=CC=CC=2)C2C=CC=CC=2)=CC=1.O. The product is [NH2:1][C:2]1[N:7]=[CH:6][N:5]=[C:4]2[N:8]([C@@H:12]3[CH2:17][CH2:16][CH2:15][N:14]([C:18]([O:20][C:21]([CH3:24])([CH3:23])[CH3:22])=[O:19])[CH2:13]3)[N:9]=[C:10]([C:33]3[CH:32]=[CH:31][C:30]([O:29][C:28]4[CH:45]=[CH:46][CH:47]=[C:26]([F:25])[CH:27]=4)=[CH:35][CH:34]=3)[C:3]=12. The yield is 0.760. (5) The reactants are [CH:1]([C:4]1[NH:5][C:6]2[CH:12]=[C:11]([NH2:13])[CH:10]=[CH:9][C:7]=2[N:8]=1)([CH3:3])[CH3:2].[Br:14]Br. The catalyst is CC(O)=O. The product is [CH:1]([C:4]1[NH:5][C:6]2[C:12]([Br:14])=[C:11]([NH2:13])[CH:10]=[CH:9][C:7]=2[N:8]=1)([CH3:3])[CH3:2]. The yield is 0.950. (6) The reactants are Cl[CH2:2][C:3]1[O:7][N:6]=[C:5]([O:8][CH2:9][CH2:10][CH2:11][N:12]2[CH2:17][CH2:16][CH2:15][CH2:14][CH2:13]2)[CH:4]=1.[NH:18]1[CH2:23][CH2:22][CH2:21][CH2:20][CH2:19]1. The catalyst is C(Cl)Cl. The product is [N:12]1([CH2:11][CH2:10][CH2:9][O:8][C:5]2[CH:4]=[C:3]([CH2:2][CH:21]3[CH2:22][CH2:23][NH:18][CH2:19][CH2:20]3)[O:7][N:6]=2)[CH2:17][CH2:16][CH2:15][CH2:14][CH2:13]1. The yield is 0.476.